This data is from Full USPTO retrosynthesis dataset with 1.9M reactions from patents (1976-2016). The task is: Predict the reactants needed to synthesize the given product. Given the product [Br:30][C:31]1[CH:58]=[CH:57][C:34]([O:35][C@H:36]2[CH2:54][CH2:55][N:39]([CH:40]3[CH2:41][CH2:42][N:43]([C:46]4[S:50][N:49]=[C:48]([CH:51]([CH3:53])[CH3:52])[N:47]=4)[CH2:44][CH2:45]3)[C:37]2=[O:38])=[C:33]([F:59])[CH:32]=1, predict the reactants needed to synthesize it. The reactants are: C(P(CCCC)CCCC)CCC.N(C(OC(C)(C)C)=O)=NC(OC(C)(C)C)=O.[Br:30][C:31]1[CH:58]=[CH:57][C:34]([O:35][C@@H:36]([CH2:54][CH2:55]O)[C:37]([NH:39][CH:40]2[CH2:45][CH2:44][N:43]([C:46]3[S:50][N:49]=[C:48]([CH:51]([CH3:53])[CH3:52])[N:47]=3)[CH2:42][CH2:41]2)=[O:38])=[C:33]([F:59])[CH:32]=1.